Predict the reactants needed to synthesize the given product. From a dataset of Full USPTO retrosynthesis dataset with 1.9M reactions from patents (1976-2016). (1) The reactants are: [CH2:1]([O:3][C:4]([C:6]1([CH2:18][O:19][C:20]2[CH:29]=[C:28]3[C:23]([CH2:24][CH2:25][NH:26][CH2:27]3)=[CH:22][CH:21]=2)[CH2:11][CH2:10][N:9]([C:12]2[CH:17]=[CH:16][N:15]=[CH:14][CH:13]=2)[CH2:8][CH2:7]1)=[O:5])[CH3:2].C(N(C(C)C)CC)(C)C.[ClH:39].[N:40]1([C:45](N)=[NH:46])C=CC=N1. Given the product [ClH:39].[ClH:39].[CH2:1]([O:3][C:4]([C:6]1([CH2:18][O:19][C:20]2[CH:29]=[C:28]3[C:23]([CH2:24][CH2:25][N:26]([C:45](=[NH:40])[NH2:46])[CH2:27]3)=[CH:22][CH:21]=2)[CH2:11][CH2:10][N:9]([C:12]2[CH:17]=[CH:16][N:15]=[CH:14][CH:13]=2)[CH2:8][CH2:7]1)=[O:5])[CH3:2], predict the reactants needed to synthesize it. (2) Given the product [Cl:8][C:9]1[N:10]=[C:11]([NH:1][C@H:2]([CH:5]([CH3:7])[CH3:6])[CH2:3][OH:4])[CH:12]=[N:13][CH:14]=1, predict the reactants needed to synthesize it. The reactants are: [NH2:1][C@H:2]([CH:5]([CH3:7])[CH3:6])[CH2:3][OH:4].[Cl:8][C:9]1[CH:14]=[N:13][CH:12]=[C:11](Cl)[N:10]=1. (3) Given the product [CH3:1][S:2]([O:5][C:6]1[CH:11]=[CH:10][CH:9]=[C:8]([CH:12]2[CH2:13][CH2:14][NH:15][CH2:16][CH2:17]2)[C:7]=1[F:20])(=[O:3])=[O:4], predict the reactants needed to synthesize it. The reactants are: [CH3:1][S:2]([O:5][C:6]1[CH:11]=[CH:10][CH:9]=[C:8]([CH:12]2[CH2:17][CH2:16][N:15](CC)[CH2:14][CH2:13]2)[C:7]=1[F:20])(=[O:4])=[O:3].ClC(OC(Cl)=O)C. (4) Given the product [NH2:31][C:25]1[CH:26]=[CH:27][C:28]([I:30])=[CH:29][C:24]=1[CH:11]1[C:10]2([C:5]3[C:6](=[CH:7][C:2]([Cl:1])=[CH:3][CH:4]=3)[NH:8][C:9]2=[O:34])[CH:15]([C:16]2[CH:21]=[CH:20][CH:19]=[C:18]([Cl:22])[CH:17]=2)[CH2:14][C:13](=[O:23])[NH:12]1, predict the reactants needed to synthesize it. The reactants are: [Cl:1][C:2]1[CH:7]=[C:6]2[NH:8][C:9](=[O:34])[C:10]3([CH:15]([C:16]4[CH:21]=[CH:20][CH:19]=[C:18]([Cl:22])[CH:17]=4)[CH2:14][C:13](=[O:23])[NH:12][CH:11]3[C:24]3[CH:29]=[C:28]([I:30])[CH:27]=[CH:26][C:25]=3[N+:31]([O-])=O)[C:5]2=[CH:4][CH:3]=1.[NH4+].[Cl-]. (5) Given the product [CH3:1][O:2][C:3]([C:5]1[CH:6]=[CH:7][C:8]([C:11]2[CH:16]=[CH:15][C:14]([CH2:17][NH:18][C:42]([C:38]3[N:39]([CH3:41])[CH:40]=[C:36]([NH:35][C:33]([C:28]4[C:27]([C:24]5[CH:23]=[CH:22][C:21]([C:20]([F:46])([F:19])[F:45])=[CH:26][CH:25]=5)=[CH:32][CH:31]=[CH:30][CH:29]=4)=[O:34])[CH:37]=3)=[O:43])=[CH:13][CH:12]=2)=[CH:9][CH:10]=1)=[O:4], predict the reactants needed to synthesize it. The reactants are: [CH3:1][O:2][C:3]([C:5]1[CH:10]=[CH:9][C:8]([C:11]2[CH:16]=[CH:15][C:14]([CH2:17][NH2:18])=[CH:13][CH:12]=2)=[CH:7][CH:6]=1)=[O:4].[F:19][C:20]([F:46])([F:45])[C:21]1[CH:26]=[CH:25][C:24]([C:27]2[C:28]([C:33]([NH:35][C:36]3[CH:37]=[C:38]([C:42](O)=[O:43])[N:39]([CH3:41])[CH:40]=3)=[O:34])=[CH:29][CH:30]=[CH:31][CH:32]=2)=[CH:23][CH:22]=1.CN(C(ON1N=NC2C=CC=CC1=2)=[N+](C)C)C.[B-](F)(F)(F)F.C(N(C(C)C)C(C)C)C. (6) Given the product [CH:28]([N:8]1[C:7]2[CH:9]=[CH:10][CH:11]=[CH:12][C:6]=2[O:5][C@H:4]([C:13]2[CH:18]=[CH:17][CH:16]=[CH:15][CH:14]=2)[C@H:3]([NH:19][C:20](=[O:26])[O:21][C:22]([CH3:23])([CH3:25])[CH3:24])[C:2]1=[O:1])([CH3:30])[CH3:29], predict the reactants needed to synthesize it. The reactants are: [O:1]=[C:2]1[NH:8][C:7]2[CH:9]=[CH:10][CH:11]=[CH:12][C:6]=2[O:5][C@H:4]([C:13]2[CH:18]=[CH:17][CH:16]=[CH:15][CH:14]=2)[C@@H:3]1[NH:19][C:20](=[O:26])[O:21][C:22]([CH3:25])([CH3:24])[CH3:23].I[CH:28]([CH3:30])[CH3:29].C(=O)([O-])[O-].[Cs+].[Cs+].